From a dataset of Full USPTO retrosynthesis dataset with 1.9M reactions from patents (1976-2016). Predict the reactants needed to synthesize the given product. (1) Given the product [CH2:14]([O:13][C:11]([C:10]1[CH:9]=[N:8][N:7]2[C:2]([NH:30][C:31]3[CH:32]=[C:33]4[C:37](=[CH:38][CH:39]=3)[NH:36][CH:35]=[CH:34]4)=[C:3]([C:16]([N:18]3[CH2:23][CH2:22][CH:21]([C:24]4[CH:29]=[CH:28][CH:27]=[CH:26][CH:25]=4)[CH2:20][CH2:19]3)=[O:17])[CH:4]=[N:5][C:6]=12)=[O:12])[CH3:15], predict the reactants needed to synthesize it. The reactants are: Cl[C:2]1[N:7]2[N:8]=[CH:9][C:10]([C:11]([O:13][CH2:14][CH3:15])=[O:12])=[C:6]2[N:5]=[CH:4][C:3]=1[C:16]([N:18]1[CH2:23][CH2:22][CH:21]([C:24]2[CH:29]=[CH:28][CH:27]=[CH:26][CH:25]=2)[CH2:20][CH2:19]1)=[O:17].[NH2:30][C:31]1[CH:32]=[C:33]2[C:37](=[CH:38][CH:39]=1)[NH:36][CH:35]=[CH:34]2. (2) Given the product [F:26][C:23]1[CH:22]=[N:21][CH:20]=[C:19]([C:24]=1[CH3:25])[C:18]([NH:17][C:14]1[CH:13]=[CH:12][C:11](/[C:8](/[C:5]2[CH:6]=[CH:7][C:2]([C:30]3[CH:31]=[CH:32][CH:33]=[CH:34][N:29]=3)=[CH:3][CH:4]=2)=[CH:9]\[CH3:10])=[CH:16][N:15]=1)=[O:27], predict the reactants needed to synthesize it. The reactants are: Br[C:2]1[CH:7]=[CH:6][C:5](/[C:8](/[C:11]2[CH:12]=[CH:13][C:14]([NH:17][C:18](=[O:27])[C:19]3[C:24]([CH3:25])=[C:23]([F:26])[CH:22]=[N:21][CH:20]=3)=[N:15][CH:16]=2)=[CH:9]/[CH3:10])=[CH:4][CH:3]=1.[Br-].[N:29]1[CH:34]=[CH:33][CH:32]=[CH:31][C:30]=1[Zn+]. (3) Given the product [C:1]([O:5][C:6]([N:8]1[CH2:13][CH2:12][CH:11]([CH:14]2[O:28][C:17]3=[CH:18][N:19]=[C:20]([N:22]4[CH2:23][CH2:24][N:25]([S:32]([CH:29]([CH3:31])[CH3:30])(=[O:34])=[O:33])[CH2:26][CH2:27]4)[CH:21]=[C:16]3[CH2:15]2)[CH2:10][CH2:9]1)=[O:7])([CH3:4])([CH3:2])[CH3:3], predict the reactants needed to synthesize it. The reactants are: [C:1]([O:5][C:6]([N:8]1[CH2:13][CH2:12][CH:11]([CH:14]2[O:28][C:17]3=[CH:18][N:19]=[C:20]([N:22]4[CH2:27][CH2:26][NH:25][CH2:24][CH2:23]4)[CH:21]=[C:16]3[CH2:15]2)[CH2:10][CH2:9]1)=[O:7])([CH3:4])([CH3:3])[CH3:2].[CH:29]([S:32](Cl)(=[O:34])=[O:33])([CH3:31])[CH3:30].C(N(CC)CC)C. (4) The reactants are: [Cl:1][C:2]1[CH:3]=[C:4]([C@@H:9]2[O:15][CH2:14][CH2:13][N:12](C(OC(C)(C)C)=O)[CH2:11][C@H:10]2[CH2:23][NH:24][S:25]([CH3:28])(=[O:27])=[O:26])[CH:5]=[CH:6][C:7]=1[Cl:8].C(OCC)(=O)C.Cl. Given the product [ClH:1].[Cl:1][C:2]1[CH:3]=[C:4]([C@@H:9]2[O:15][CH2:14][CH2:13][NH:12][CH2:11][C@H:10]2[CH2:23][NH:24][S:25]([CH3:28])(=[O:26])=[O:27])[CH:5]=[CH:6][C:7]=1[Cl:8], predict the reactants needed to synthesize it. (5) Given the product [CH2:1]([O:3][C:4](=[O:20])[C:5]([C:10]([C:12]1[C:17]([Cl:18])=[CH:16][C:15]([Cl:19])=[CH:14][N:13]=1)=[O:11])=[CH:6][NH:21][C@H:22]([CH2:26][OH:27])[CH:23]([CH3:25])[CH3:24])[CH3:2], predict the reactants needed to synthesize it. The reactants are: [CH2:1]([O:3][C:4](=[O:20])[C:5]([C:10]([C:12]1[C:17]([Cl:18])=[CH:16][C:15]([Cl:19])=[CH:14][N:13]=1)=[O:11])=[CH:6]N(C)C)[CH3:2].[NH2:21][C@H:22]([CH2:26][OH:27])[CH:23]([CH3:25])[CH3:24]. (6) Given the product [CH2:1]([O:3][C:4]([N:6]1[CH2:7][CH2:8][N:9]([C:12]([CH:14]([NH:20][C:21]([C:23]2[CH:32]=[C:31]([O:33][CH3:34])[C:30]3[C:25](=[CH:26][CH:27]=[CH:28][CH:29]=3)[N:24]=2)=[O:22])[CH2:15][CH2:16][C:17]([NH:43][CH2:42][C:41]([O:40][C:36]([CH3:39])([CH3:38])[CH3:37])=[O:44])=[O:18])=[O:13])[CH2:10][CH2:11]1)=[O:5])[CH3:2], predict the reactants needed to synthesize it. The reactants are: [CH2:1]([O:3][C:4]([N:6]1[CH2:11][CH2:10][N:9]([C:12]([CH:14]([NH:20][C:21]([C:23]2[CH:32]=[C:31]([O:33][CH3:34])[C:30]3[C:25](=[CH:26][CH:27]=[CH:28][CH:29]=3)[N:24]=2)=[O:22])[CH2:15][CH2:16][C:17](O)=[O:18])=[O:13])[CH2:8][CH2:7]1)=[O:5])[CH3:2].Cl.[C:36]([O:40][C:41](=[O:44])[CH2:42][NH2:43])([CH3:39])([CH3:38])[CH3:37].CN(C)CCCN=C=NCC.ON1C2C=CC=CC=2N=N1.C(N(C(C)C)CC)(C)C. (7) Given the product [O:24]=[S:16]1(=[O:25])[C:17]2[CH:23]=[CH:22][CH:21]=[CH:20][C:18]=2[CH2:19][N:13]([C:4]2[CH:3]=[C:2]([NH:26][C@@H:27]3[CH2:28][NH:29][CH2:30][C@H:31]3[OH:32])[C:11]3[C:6](=[CH:7][CH:8]=[C:9]([CH3:12])[CH:10]=3)[N:5]=2)[CH2:14][CH2:15]1, predict the reactants needed to synthesize it. The reactants are: Br[C:2]1[C:11]2[C:6](=[CH:7][CH:8]=[C:9]([CH3:12])[CH:10]=2)[N:5]=[C:4]([N:13]2[CH2:19][C:18]3[CH:20]=[CH:21][CH:22]=[CH:23][C:17]=3[S:16](=[O:25])(=[O:24])[CH2:15][CH2:14]2)[CH:3]=1.[NH2:26][C@@H:27]1[C@@H:31]([OH:32])[CH2:30][N:29](C(OCC2C=CC=CC=2)=O)[CH2:28]1. (8) Given the product [CH2:10]([O:12][Si:13]([O:17][CH2:18][CH3:19])([O:14][CH2:15][CH3:16])[CH2:3][CH2:2][C:1]([O:5][C:6]([CH3:9])([CH3:8])[CH3:7])=[O:4])[CH3:11], predict the reactants needed to synthesize it. The reactants are: [C:1]([O:5][C:6]([CH3:9])([CH3:8])[CH3:7])(=[O:4])[CH:2]=[CH2:3].[CH2:10]([O:12][SiH:13]([O:17][CH2:18][CH3:19])[O:14][CH2:15][CH3:16])[CH3:11]. (9) Given the product [ClH:21].[C:6]([CH2:7][CH:8]1[N:14]=[C:13]([C:15]2[CH:16]=[CH:17][C:18]([Cl:21])=[CH:19][CH:20]=2)[C:12]2[C:22]([CH3:26])=[C:23]([CH3:25])[S:24][C:11]=2[N:10]2[C:27]([CH3:30])=[NH+:28][N:29]=[C:9]12)([OH:31])=[O:5], predict the reactants needed to synthesize it. The reactants are: C([O:5][C:6](=[O:31])[CH2:7][C@@H:8]1[N:14]=[C:13]([C:15]2[CH:20]=[CH:19][C:18]([Cl:21])=[CH:17][CH:16]=2)[C:12]2[C:22]([CH3:26])=[C:23]([CH3:25])[S:24][C:11]=2[N:10]2[C:27]([CH3:30])=[N:28][N:29]=[C:9]12)(C)(C)C.